Dataset: Reaction yield outcomes from USPTO patents with 853,638 reactions. Task: Predict the reaction yield, written as a fraction of the theoretical maximum amount of product (1.0 means a 100% yield; for example, 0.34 means a 34% yield). (1) The reactants are C([O:8][C:9]1[CH:14]=[CH:13][C:12]([NH:15][C:16]2[N:21]=[C:20]([NH:22][CH:23]3[CH2:29][CH2:28][CH2:27][CH2:26][CH2:25][CH2:24]3)[N:19]=[C:18]([N:30]([CH3:37])[CH:31]3[CH2:36][CH2:35][NH:34][CH2:33][CH2:32]3)[N:17]=2)=[CH:11][C:10]=1Cl)C1C=CC=CC=1.C([O-])=O.[NH4+].C(Cl)Cl. The catalyst is O.CO.[Pd]. The product is [CH:23]1([NH:22][C:20]2[N:19]=[C:18]([N:30]([CH3:37])[CH:31]3[CH2:36][CH2:35][NH:34][CH2:33][CH2:32]3)[N:17]=[C:16]([NH:15][C:12]3[CH:11]=[CH:10][C:9]([OH:8])=[CH:14][CH:13]=3)[N:21]=2)[CH2:24][CH2:25][CH2:26][CH2:27][CH2:28][CH2:29]1. The yield is 0.440. (2) The reactants are S(=O)(=O)(O)O.[CH:6]1[C:18]2[C:17](=[O:19])[C:16]3[C:11](=[CH:12][CH:13]=[CH:14][CH:15]=3)[C:10]=2[CH:9]=[CH:8][CH:7]=1.II.[I:22](O)(=O)(=O)=O. The catalyst is C(O)(=O)C.O. The yield is 0.666. The product is [I:22][C:14]1[CH:13]=[CH:12][C:11]2[C:10]3[C:18](=[CH:6][CH:7]=[CH:8][CH:9]=3)[C:17](=[O:19])[C:16]=2[CH:15]=1. (3) The reactants are [NH2:1][C:2]1[C:6]2[CH:7]=[C:8]3[CH2:15][CH2:14][CH2:13][CH2:12][CH2:11][C:9]3=[N:10][C:5]=2[S:4][C:3]=1[C:16]([NH:18][C:19]1[S:20][C:21]([C:24]2[CH:29]=[CH:28][CH:27]=[CH:26][CH:25]=2)=[N:22][N:23]=1)=[O:17].N1C=CC=CC=1.[C:36](O[C:36](=[O:43])[C:37]1[CH:42]=[CH:41][CH:40]=[CH:39][CH:38]=1)(=[O:43])[C:37]1[CH:42]=[CH:41][CH:40]=[CH:39][CH:38]=1.C(Cl)Cl. The catalyst is CN(C=O)C. The product is [C:36]([NH:1][C:2]1[C:6]2[CH:7]=[C:8]3[CH2:15][CH2:14][CH2:13][CH2:12][CH2:11][C:9]3=[N:10][C:5]=2[S:4][C:3]=1[C:16]([NH:18][C:19]1[S:20][C:21]([C:24]2[CH:25]=[CH:26][CH:27]=[CH:28][CH:29]=2)=[N:22][N:23]=1)=[O:17])(=[O:43])[C:37]1[CH:42]=[CH:41][CH:40]=[CH:39][CH:38]=1. The yield is 0.0700. (4) The reactants are Cl.[Cl:2][C:3]1[N:4]=[C:5]([C:10]([NH:12][C@H:13]2[CH2:18][CH2:17][NH:16][CH2:15][C@H:14]2[O:19][CH2:20][CH3:21])=[O:11])[NH:6][C:7]=1[CH2:8][CH3:9].C(N(C(C)C)CC)(C)C.Br[C:32]1[S:33][CH:34]=[N:35][N:36]=1.C(=O)([O-])[O-].[Cs+].[Cs+]. The catalyst is CN1CCCC1=O.O.C(OCC)(=O)C. The product is [Cl:2][C:3]1[N:4]=[C:5]([C:10]([NH:12][C@H:13]2[CH2:18][CH2:17][N:16]([C:32]3[S:33][CH:34]=[N:35][N:36]=3)[CH2:15][C@H:14]2[O:19][CH2:20][CH3:21])=[O:11])[NH:6][C:7]=1[CH2:8][CH3:9]. The yield is 0.360. (5) The reactants are N[C:2]1[CH:10]=[CH:9][CH:8]=[C:7]([CH3:11])[C:3]=1[C:4]([OH:6])=[O:5].[BH3-][C:13]#[N:14].[Na+].[CH3:16]C(O)=O. No catalyst specified. The product is [CH3:16][N:14]([CH3:13])[C:2]1[CH:10]=[CH:9][CH:8]=[C:7]([CH3:11])[C:3]=1[C:4]([OH:6])=[O:5]. The yield is 0.500. (6) The catalyst is CCO.O. The reactants are Br.Br[CH2:3][C:4]([C:6]1[CH:11]=[CH:10][N:9]=[CH:8][CH:7]=1)=O.[CH:12]([C:15]1[CH:16]=[C:17]([NH:21][C:22]([NH2:24])=[S:23])[CH:18]=[CH:19][CH:20]=1)([CH3:14])[CH3:13].N. The product is [CH:12]([C:15]1[CH:16]=[C:17]([NH:21][C:22]2[S:23][CH:3]=[C:4]([C:6]3[CH:11]=[CH:10][N:9]=[CH:8][CH:7]=3)[N:24]=2)[CH:18]=[CH:19][CH:20]=1)([CH3:14])[CH3:13]. The yield is 0.840. (7) The reactants are [Cl:1][C:2]1[C:11]2[N:10]([CH3:12])[O:9][C@H:8]3[NH:13][C@H:14]([C:16]([O:18][C@@H:19]4[C@:28]5([OH:29])[C@@H:23]([C@H:24]([CH:31]([CH3:34])[CH2:32][OH:33])[CH2:25][CH2:26][C@H:27]5[CH3:30])[CH:22]=[C:21]([CH3:35])[C@H:20]4[O:36][C:37](=[O:39])[CH3:38])=[O:17])[CH2:15][C@@:7]3([OH:40])[C:6]=2[CH:5]=[CH:4][CH:3]=1.[C:41](O[C:41](=[O:45])[CH:42]([CH3:44])[CH3:43])(=[O:45])[CH:42]([CH3:44])[CH3:43].O. The catalyst is CN(C)C1C=CN=CC=1.ClCCl. The product is [Cl:1][C:2]1[C:11]2[N:10]([CH3:12])[O:9][C@H:8]3[NH:13][C@H:14]([C:16]([O:18][C@@H:19]4[C@:28]5([OH:29])[C@@H:23]([C@@H:24]([CH:31]([CH3:34])[CH2:32][O:33][C:41](=[O:45])[CH:42]([CH3:44])[CH3:43])[CH2:25][CH2:26][C@H:27]5[CH3:30])[CH:22]=[C:21]([CH3:35])[C@H:20]4[O:36][C:37](=[O:39])[CH3:38])=[O:17])[CH2:15][C@@:7]3([OH:40])[C:6]=2[CH:5]=[CH:4][CH:3]=1. The yield is 0.430. (8) The reactants are [CH3:1][N:2]([S:21]([C:24]1[S:25][CH:26]=[CH:27][CH:28]=1)(=[O:23])=[O:22])[C:3]1[CH:4]=[CH:5][CH:6]=[C:7]2[C:11]=1[NH:10][C:9]([C:12]1[S:13][CH:14]([CH2:17]C(O)=O)[CH2:15][N:16]=1)=[CH:8]2.[CH2:29]([N:31]([CH2:34]C)CC)C.C1(P(N=[N+]=[N-])(C2C=CC=CC=2)=[O:43])C=CC=CC=1.CN(C)[CH:55]=[O:56]. The catalyst is C(OCC)(=O)C.CO. The product is [CH3:55][O:56][C:29](=[O:43])[NH:31][CH2:34][CH2:17][CH:14]1[S:13][C:12]([C:9]2[NH:10][C:11]3[C:7]([CH:8]=2)=[CH:6][CH:5]=[CH:4][C:3]=3[N:2]([CH3:1])[S:21]([C:24]2[S:25][CH:26]=[CH:27][CH:28]=2)(=[O:22])=[O:23])=[N:16][CH2:15]1. The yield is 0.280.